Dataset: Buchwald-Hartwig C-N cross coupling reaction yields with 55,370 reactions. Task: Predict the reaction yield, written as a fraction of the theoretical maximum amount of product (1.0 means a 100% yield; for example, 0.34 means a 34% yield). The reactants are FC(F)(F)c1ccc(Br)cc1.Cc1ccc(N)cc1.O=S(=O)(O[Pd]1c2ccccc2-c2ccccc2N~1)C(F)(F)F.CC(C)c1cc(C(C)C)c(-c2ccccc2P(C2CCCCC2)C2CCCCC2)c(C(C)C)c1.CCN=P(N=P(N(C)C)(N(C)C)N(C)C)(N(C)C)N(C)C.CCOC(=O)c1cc(C)on1. No catalyst specified. The product is Cc1ccc(Nc2ccc(C(F)(F)F)cc2)cc1. The yield is 0.232.